Dataset: Peptide-MHC class II binding affinity with 134,281 pairs from IEDB. Task: Regression. Given a peptide amino acid sequence and an MHC pseudo amino acid sequence, predict their binding affinity value. This is MHC class II binding data. (1) The peptide sequence is GWIISNIFGAIPVLA. The MHC is DRB1_0101 with pseudo-sequence DRB1_0101. The binding affinity (normalized) is 0.699. (2) The peptide sequence is VRNGKKLIPSWASVK. The MHC is HLA-DQA10501-DQB10302 with pseudo-sequence HLA-DQA10501-DQB10302. The binding affinity (normalized) is 0.310. (3) The peptide sequence is GDGFIDFNEFISFCN. The MHC is HLA-DQA10102-DQB10602 with pseudo-sequence HLA-DQA10102-DQB10602. The binding affinity (normalized) is 0.324. (4) The peptide sequence is LTGYSLFQKEKMVLN. The MHC is HLA-DQA10101-DQB10501 with pseudo-sequence HLA-DQA10101-DQB10501. The binding affinity (normalized) is 0.371. (5) The peptide sequence is APATPAAAGAEAGKA. The MHC is HLA-DQA10101-DQB10501 with pseudo-sequence HLA-DQA10101-DQB10501. The binding affinity (normalized) is 0.0216. (6) The peptide sequence is YDKFLANVKTVLTGK. The MHC is DRB1_0101 with pseudo-sequence DRB1_0101. The binding affinity (normalized) is 0.831. (7) The peptide sequence is ALSDPYLSFAAALNG. The MHC is DRB1_1501 with pseudo-sequence DRB1_1501. The binding affinity (normalized) is 0.903.